This data is from NCI-60 drug combinations with 297,098 pairs across 59 cell lines. The task is: Regression. Given two drug SMILES strings and cell line genomic features, predict the synergy score measuring deviation from expected non-interaction effect. (1) Drug 1: CS(=O)(=O)C1=CC(=C(C=C1)C(=O)NC2=CC(=C(C=C2)Cl)C3=CC=CC=N3)Cl. Drug 2: CC1CCC2CC(C(=CC=CC=CC(CC(C(=O)C(C(C(=CC(C(=O)CC(OC(=O)C3CCCCN3C(=O)C(=O)C1(O2)O)C(C)CC4CCC(C(C4)OC)O)C)C)O)OC)C)C)C)OC. Cell line: MCF7. Synergy scores: CSS=35.1, Synergy_ZIP=8.07, Synergy_Bliss=9.90, Synergy_Loewe=-2.27, Synergy_HSA=12.0. (2) Drug 1: CC1=C2C(C(=O)C3(C(CC4C(C3C(C(C2(C)C)(CC1OC(=O)C(C(C5=CC=CC=C5)NC(=O)OC(C)(C)C)O)O)OC(=O)C6=CC=CC=C6)(CO4)OC(=O)C)OC)C)OC. Drug 2: C1=NC2=C(N1)C(=S)N=CN2. Cell line: 786-0. Synergy scores: CSS=52.3, Synergy_ZIP=-6.04, Synergy_Bliss=-9.63, Synergy_Loewe=-9.69, Synergy_HSA=-7.07. (3) Drug 1: C1=CC(=CC=C1CC(C(=O)O)N)N(CCCl)CCCl.Cl. Drug 2: B(C(CC(C)C)NC(=O)C(CC1=CC=CC=C1)NC(=O)C2=NC=CN=C2)(O)O. Cell line: CCRF-CEM. Synergy scores: CSS=32.7, Synergy_ZIP=-2.80, Synergy_Bliss=-6.10, Synergy_Loewe=-12.7, Synergy_HSA=-5.69. (4) Drug 1: CC1=C(N=C(N=C1N)C(CC(=O)N)NCC(C(=O)N)N)C(=O)NC(C(C2=CN=CN2)OC3C(C(C(C(O3)CO)O)O)OC4C(C(C(C(O4)CO)O)OC(=O)N)O)C(=O)NC(C)C(C(C)C(=O)NC(C(C)O)C(=O)NCCC5=NC(=CS5)C6=NC(=CS6)C(=O)NCCC[S+](C)C)O. Drug 2: COCCOC1=C(C=C2C(=C1)C(=NC=N2)NC3=CC=CC(=C3)C#C)OCCOC.Cl. Cell line: NCI-H226. Synergy scores: CSS=23.4, Synergy_ZIP=-6.28, Synergy_Bliss=-2.46, Synergy_Loewe=-4.67, Synergy_HSA=0.374. (5) Drug 1: CC12CCC(CC1=CCC3C2CCC4(C3CC=C4C5=CN=CC=C5)C)O. Drug 2: C1C(C(OC1N2C=C(C(=O)NC2=O)F)CO)O. Cell line: HL-60(TB). Synergy scores: CSS=87.2, Synergy_ZIP=19.0, Synergy_Bliss=19.7, Synergy_Loewe=-23.0, Synergy_HSA=16.6. (6) Drug 1: C1=CC=C(C(=C1)C(C2=CC=C(C=C2)Cl)C(Cl)Cl)Cl. Drug 2: C#CCC(CC1=CN=C2C(=N1)C(=NC(=N2)N)N)C3=CC=C(C=C3)C(=O)NC(CCC(=O)O)C(=O)O. Cell line: UACC-257. Synergy scores: CSS=-1.67, Synergy_ZIP=-0.0710, Synergy_Bliss=-1.09, Synergy_Loewe=-6.65, Synergy_HSA=-2.62. (7) Drug 1: CC1=C(C=C(C=C1)NC2=NC=CC(=N2)N(C)C3=CC4=NN(C(=C4C=C3)C)C)S(=O)(=O)N.Cl. Drug 2: CC(C1=C(C=CC(=C1Cl)F)Cl)OC2=C(N=CC(=C2)C3=CN(N=C3)C4CCNCC4)N. Cell line: A549. Synergy scores: CSS=20.2, Synergy_ZIP=-4.51, Synergy_Bliss=4.75, Synergy_Loewe=-10.5, Synergy_HSA=3.40.